This data is from Reaction yield outcomes from USPTO patents with 853,638 reactions. The task is: Predict the reaction yield, written as a fraction of the theoretical maximum amount of product (1.0 means a 100% yield; for example, 0.34 means a 34% yield). (1) The reactants are Br[C:2]1[CH:7]=[CH:6][C:5]([S:8]([NH:11][C:12]2[S:16][N:15]=[CH:14][N:13]=2)(=[O:10])=[O:9])=[CH:4][CH:3]=1.[NH:17]1[CH2:21][CH2:20][C@@H:19]([NH:22][C:23](=[O:29])[O:24][C:25]([CH3:28])([CH3:27])[CH3:26])[CH2:18]1.C1(C2C=CC=CC=2)C=CC=CC=1P(C(C)(C)C)C(C)(C)C.CC(C)([O-])C.[Na+]. The catalyst is C1C=CC(/C=C/C(/C=C/C2C=CC=CC=2)=O)=CC=1.C1C=CC(/C=C/C(/C=C/C2C=CC=CC=2)=O)=CC=1.C1C=CC(/C=C/C(/C=C/C2C=CC=CC=2)=O)=CC=1.[Pd].[Pd].C1(C)C=CC=CC=1. The product is [C:25]([O:24][C:23](=[O:29])[NH:22][C@@H:19]1[CH2:20][CH2:21][N:17]([C:2]2[CH:7]=[CH:6][C:5]([S:8](=[O:10])(=[O:9])[NH:11][C:12]3[S:16][N:15]=[CH:14][N:13]=3)=[CH:4][CH:3]=2)[CH2:18]1)([CH3:28])([CH3:26])[CH3:27]. The yield is 0.210. (2) The reactants are [CH3:1][O:2][C:3](=[O:23])[CH2:4][C:5]1[C:14]([CH3:15])=[C:13]([CH:16]2[CH2:21][CH2:20][NH:19][CH2:18][CH2:17]2)[C:12]2[C:7](=[CH:8][CH:9]=[C:10]([F:22])[CH:11]=2)[CH:6]=1.[Cl:24][C:25]1[CH:30]=[CH:29][CH:28]=[CH:27][C:26]=1[S:31](Cl)(=[O:33])=[O:32].C(N(CC)C(C)C)(C)C. The catalyst is C1COCC1.O.[Cl-].[Na+].O. The product is [CH3:1][O:2][C:3](=[O:23])[CH2:4][C:5]1[C:14]([CH3:15])=[C:13]([CH:16]2[CH2:17][CH2:18][N:19]([S:31]([C:26]3[CH:27]=[CH:28][CH:29]=[CH:30][C:25]=3[Cl:24])(=[O:33])=[O:32])[CH2:20][CH2:21]2)[C:12]2[C:7](=[CH:8][CH:9]=[C:10]([F:22])[CH:11]=2)[CH:6]=1. The yield is 0.650. (3) The reactants are [C:1]([NH:8][CH2:9][CH2:10][CH2:11][OH:12])([O:3][C:4]([CH3:7])([CH3:6])[CH3:5])=[O:2].CC(OI1(OC(C)=O)(OC(C)=O)OC(=O)C2C=CC=CC1=2)=O.[O-]S([O-])(=S)=O.[Na+].[Na+]. The catalyst is O.CCOCC.C([O-])(O)=O.[Na+]. The product is [C:1]([NH:8][CH2:9][CH2:10][CH:11]=[O:12])([O:3][C:4]([CH3:5])([CH3:6])[CH3:7])=[O:2]. The yield is 0.856. (4) The reactants are Br[C:2]1[CH:7]=[C:6]([O:8][CH2:9][C:10]([F:13])([F:12])[F:11])[C:5]([C:14]([F:17])([F:16])[F:15])=[CH:4][C:3]=1[N+:18]([O-:20])=[O:19].[C:21]([Cu])#[N:22].Cl. The catalyst is CN1C(=O)CCC1. The product is [N+:18]([C:3]1[CH:4]=[C:5]([C:14]([F:17])([F:16])[F:15])[C:6]([O:8][CH2:9][C:10]([F:13])([F:12])[F:11])=[CH:7][C:2]=1[C:21]#[N:22])([O-:20])=[O:19]. The yield is 0.850. (5) The reactants are O.[NH2:2][NH2:3].[NH2:4][C:5]1[C:12]([I:13])=[CH:11][C:8]([C:9]#[N:10])=[C:7](S(C)=O)[N:6]=1.O. The catalyst is CC(O)C. The product is [I:13][C:12]1[CH:11]=[C:8]2[C:9]([NH2:10])=[N:3][NH:2][C:7]2=[N:6][C:5]=1[NH2:4]. The yield is 0.670. (6) The reactants are N1([O:10][C:11](=[O:43])[C:12]([C:22]2[CH:27]=[CH:26][C:25]([O:28][C:29]3[CH:34]=[CH:33][C:32]([CH2:35][CH:36]4[S:40][C:39](=[O:41])[NH:38][C:37]4=[O:42])=[CH:31][CH:30]=3)=[CH:24][CH:23]=2)=[CH:13][C:14]2[CH:19]=[C:18]([CH3:20])[CH:17]=[C:16]([CH3:21])[CH:15]=2)C2C=CC=CC=2N=N1.[CH3:44][O-].[Na+]. The catalyst is CO.Cl. The product is [CH3:44][O:10][C:11](=[O:43])[C:12]([C:22]1[CH:27]=[CH:26][C:25]([O:28][C:29]2[CH:34]=[CH:33][C:32]([CH2:35][CH:36]3[S:40][C:39](=[O:41])[NH:38][C:37]3=[O:42])=[CH:31][CH:30]=2)=[CH:24][CH:23]=1)=[CH:13][C:14]1[CH:15]=[C:16]([CH3:21])[CH:17]=[C:18]([CH3:20])[CH:19]=1. The yield is 0.620. (7) The reactants are [Br:1][C:2]1[CH:7]=[CH:6][C:5]([CH3:8])=[CH:4][N+:3]=1[O-:9].[N+:10]([O-])([OH:12])=[O:11]. The catalyst is S(=O)(=O)(O)O. The product is [Br:1][C:2]1[CH:7]=[C:6]([N+:10]([O-:12])=[O:11])[C:5]([CH3:8])=[CH:4][N+:3]=1[O-:9]. The yield is 0.650.